This data is from Forward reaction prediction with 1.9M reactions from USPTO patents (1976-2016). The task is: Predict the product of the given reaction. Given the reactants C(OC([N:8]1[C@@H:12]([CH2:13][C:14]2[CH:19]=[CH:18][C:17]([O:20][C:21]3[C:30]4[C:25](=[CH:26][CH:27]=[CH:28][CH:29]=4)[N:24]=[CH:23][CH:22]=3)=[CH:16][CH:15]=2)[CH2:11][O:10]C1(C)C)=O)(C)(C)C.[ClH:33], predict the reaction product. The product is: [ClH:33].[ClH:33].[NH2:8][C@@H:12]([CH2:13][C:14]1[CH:19]=[CH:18][C:17]([O:20][C:21]2[C:30]3[C:25](=[CH:26][CH:27]=[CH:28][CH:29]=3)[N:24]=[CH:23][CH:22]=2)=[CH:16][CH:15]=1)[CH2:11][OH:10].